From a dataset of Full USPTO retrosynthesis dataset with 1.9M reactions from patents (1976-2016). Predict the reactants needed to synthesize the given product. (1) Given the product [F:28][C:24]1[CH:25]=[CH:26][CH:27]=[C:22]([C:19]2[CH:20]=[CH:21][C:16]([CH2:15][NH:1][C:2]3[CH:11]=[CH:10][CH:9]=[C:4]([C:5]([O:7][CH3:8])=[O:6])[CH:3]=3)=[C:17]([F:33])[CH:18]=2)[C:23]=1[C:29]([O:31][CH3:32])=[O:30], predict the reactants needed to synthesize it. The reactants are: [NH2:1][C:2]1[CH:3]=[C:4]([CH:9]=[CH:10][CH:11]=1)[C:5]([O:7][CH3:8])=[O:6].[H-].[Na+].Br[CH2:15][C:16]1[CH:21]=[CH:20][C:19]([C:22]2[C:23]([C:29]([O:31][CH3:32])=[O:30])=[C:24]([F:28])[CH:25]=[CH:26][CH:27]=2)=[CH:18][C:17]=1[F:33]. (2) Given the product [ClH:1].[CH3:34][N:35]([CH3:42])[CH:36]1[CH2:41][CH2:40][N:39]([C:2]2[CH:3]=[CH:4][C:5]3[C:11]4[NH:12][C:13](=[O:21])[C:14]([C:17]([OH:19])=[O:18])=[C:15]([OH:16])[C:10]=4[CH2:9][CH2:8][CH2:7][C:6]=3[CH:33]=2)[CH2:38][CH2:37]1, predict the reactants needed to synthesize it. The reactants are: [Cl:1][C:2]1[CH:3]=[CH:4][C:5]2[C:11]3[N:12](CC4C=CC(OC)=CC=4OC)[C:13](=[O:21])[C:14]([C:17]([O:19]C)=[O:18])=[C:15]([OH:16])[C:10]=3[CH2:9][CH2:8][CH2:7][C:6]=2[CH:33]=1.[CH3:34][N:35]([CH3:42])[CH:36]1[CH2:41][CH2:40][NH:39][CH2:38][CH2:37]1. (3) The reactants are: [Br:1][C:2]1[CH:7]=[CH:6][C:5]([O:8][CH2:9][CH2:10][NH2:11])=[CH:4][CH:3]=1.Br[C:13]1[CH:18]=[CH:17][C:16](OCC#N)=[CH:15]C=1.[BH3-][C:24]#N.[Na+].CCN([CH2:32][CH3:33])CC.[CH3:34][C:35]([O:38][C:39](O[C:39]([O:38][C:35]([CH3:37])([CH3:36])[CH3:34])=[O:40])=[O:40])([CH3:37])[CH3:36]. Given the product [Br:1][C:2]1[CH:3]=[CH:4][C:5]([O:8][CH2:9][CH2:10][N:11]([CH:17]2[CH2:16][CH2:15][C:32]([CH3:33])([CH3:24])[CH2:13][CH2:18]2)[C:39](=[O:40])[O:38][C:35]([CH3:37])([CH3:36])[CH3:34])=[CH:6][CH:7]=1, predict the reactants needed to synthesize it.